From a dataset of Forward reaction prediction with 1.9M reactions from USPTO patents (1976-2016). Predict the product of the given reaction. (1) Given the reactants [NH2:1][C:2]1[S:3][CH:4]=[C:5]([CH2:7][O:8]/[N:9]=[C:10](/[C:18]2[CH:23]=[CH:22][CH:21]=[CH:20][CH:19]=2)\[C:11]2[N:12]([CH3:17])[O:13][C:14](=[O:16])[N:15]=2)[N:6]=1.N1C=CC=CC=1.[Cl:30][C:31]1[CH:36]=[CH:35][C:34]([CH2:37][C:38](Cl)=[O:39])=[CH:33][CH:32]=1, predict the reaction product. The product is: [Cl:30][C:31]1[CH:36]=[CH:35][C:34]([CH2:37][C:38]([NH:1][C:2]2[S:3][CH:4]=[C:5]([CH2:7][O:8]/[N:9]=[C:10](\[C:11]3[N:12]([CH3:17])[O:13][C:14](=[O:16])[N:15]=3)/[C:18]3[CH:23]=[CH:22][CH:21]=[CH:20][CH:19]=3)[N:6]=2)=[O:39])=[CH:33][CH:32]=1. (2) Given the reactants Br[C:2]1[CH:7]=[CH:6][C:5]([OH:8])=[CH:4][C:3]=1[F:9].[F:10][C:11]1[CH:12]=[C:13](OB(O)O)[CH:14]=[C:15]([F:18])[C:16]=1[F:17].C(=O)([O-])[O-].[Na+].[Na+].C(COC)OC.O, predict the reaction product. The product is: [F:9][C:3]1[CH:4]=[C:5]([OH:8])[CH:6]=[CH:7][C:2]=1[C:13]1[CH:12]=[C:11]([F:10])[C:16]([F:17])=[C:15]([F:18])[CH:14]=1. (3) Given the reactants C(OC([N:8]1[CH2:14][CH2:13][C:12]2[C:15]([CH2:20][S:21][C:22]3[CH:27]=[CH:26][C:25]([C:28]4[N:29]=[C:30]([NH:33][CH2:34][CH:35]5[CH2:37][CH2:36]5)[S:31][CH:32]=4)=[CH:24][CH:23]=3)=[C:16]([Cl:19])[CH:17]=[CH:18][C:11]=2[CH2:10][CH2:9]1)=O)(C)(C)C.FC(F)(F)C(O)=O, predict the reaction product. The product is: [Cl:19][C:16]1[CH:17]=[CH:18][C:11]2[CH2:10][CH2:9][NH:8][CH2:14][CH2:13][C:12]=2[C:15]=1[CH2:20][S:21][C:22]1[CH:23]=[CH:24][C:25]([C:28]2[N:29]=[C:30]([NH:33][CH2:34][CH:35]3[CH2:37][CH2:36]3)[S:31][CH:32]=2)=[CH:26][CH:27]=1. (4) Given the reactants [CH3:1][CH2:2][C:3]([C:6]([O:8][C@@H:9]1[C@@H:14]2[C@@H:15]([CH2:20][CH2:21][C@H:22]3[O:28][C:26](=[O:27])[CH2:25][C@H:24]([OH:29])[CH2:23]3)[C@@H:16]([CH3:19])[CH:17]=[CH:18][C:13]2=[CH:12][C@H](C)[CH2:10]1)=[O:7])([CH3:5])[CH3:4].[OH-:31].[Na+:32].C(Cl)Cl.[C:36](#N)[CH3:37], predict the reaction product. The product is: [CH3:1][CH2:2][C:3]([C:6]([O:8][C@@H:9]1[C@@H:14]2[C@@H:15]([CH2:20][CH2:21][C@@H:22]([OH:28])[CH2:23][C@@H:24]([OH:29])[CH2:25][C:26]([O-:27])=[O:31])[C@@H:16]([CH3:19])[CH:17]=[CH:18][C:13]2=[CH:12][C@H:36]([CH3:37])[CH2:10]1)=[O:7])([CH3:4])[CH3:5].[Na+:32]. (5) Given the reactants COP(=O)OC.[C:7](=O)([O-])[O-].[K+].[K+].[F:13][C:14]1[CH:19]=[CH:18][C:17]([N:20]2[CH:24]=[C:23]([CH:25]=O)[N:22]=[C:21]2[CH3:27])=[CH:16][CH:15]=1, predict the reaction product. The product is: [C:25]([C:23]1[N:22]=[C:21]([CH3:27])[N:20]([C:17]2[CH:18]=[CH:19][C:14]([F:13])=[CH:15][CH:16]=2)[CH:24]=1)#[CH:7]. (6) Given the reactants [F:1][C:2]([F:16])([C:8]1[CH:9]=[N:10][N:11]([CH3:15])[C:12](=[O:14])[CH:13]=1)[C:3]([O:5]CC)=[O:4].Cl, predict the reaction product. The product is: [F:16][C:2]([F:1])([C:8]1[CH:9]=[N:10][N:11]([CH3:15])[C:12](=[O:14])[CH:13]=1)[C:3]([OH:5])=[O:4]. (7) Given the reactants [CH3:1][C:2]([C:4]1[CH:9]=[CH:8][C:7](I)=[CH:6][CH:5]=1)=[O:3].C(Cl)Cl.CCN(CC)CC.[BH3:21].[OH:22][C:23]([C:26]([OH:29])([CH3:28])[CH3:27])([CH3:25])[CH3:24], predict the reaction product. The product is: [CH3:24][C:23]1([CH3:25])[C:26]([CH3:28])([CH3:27])[O:29][B:21]([C:7]2[CH:8]=[CH:9][C:4]([C:2](=[O:3])[CH3:1])=[CH:5][CH:6]=2)[O:22]1.